Dataset: Peptide-MHC class I binding affinity with 185,985 pairs from IEDB/IMGT. Task: Regression. Given a peptide amino acid sequence and an MHC pseudo amino acid sequence, predict their binding affinity value. This is MHC class I binding data. (1) The peptide sequence is GLKISLCGI. The MHC is HLA-A24:03 with pseudo-sequence HLA-A24:03. The binding affinity (normalized) is 0.0847. (2) The peptide sequence is VLHSFTDAI. The MHC is HLA-A02:01 with pseudo-sequence HLA-A02:01. The binding affinity (normalized) is 0.442. (3) The peptide sequence is RRSKEITVR. The MHC is Mamu-B08 with pseudo-sequence Mamu-B08. The binding affinity (normalized) is 0.270.